From a dataset of Reaction yield outcomes from USPTO patents with 853,638 reactions. Predict the reaction yield, written as a fraction of the theoretical maximum amount of product (1.0 means a 100% yield; for example, 0.34 means a 34% yield). (1) The reactants are [Cl:1][C:2]1[N:7]=[C:6](Cl)[C:5]([O:9][CH3:10])=[C:4]([Cl:11])[N:3]=1.[NH3:12].O. The catalyst is CS(C)=O. The product is [Cl:1][C:2]1[N:7]=[C:6]([NH2:12])[C:5]([O:9][CH3:10])=[C:4]([Cl:11])[N:3]=1. The yield is 0.880. (2) The reactants are Br[C:2]1[CH:3]=[N:4][CH:5]=[C:6]([CH:8]2[CH2:12][O:11][C:10]([CH3:14])([CH3:13])[O:9]2)[CH:7]=1.[B:15]1([B:15]2[O:19][C:18]([CH3:21])([CH3:20])[C:17]([CH3:23])([CH3:22])[O:16]2)[O:19][C:18]([CH3:21])([CH3:20])[C:17]([CH3:23])([CH3:22])[O:16]1.CC([O-])=O.[K+]. The catalyst is O1CCOCC1. The product is [CH3:13][C:10]1([CH3:14])[O:9][CH:8]([C:6]2[CH:5]=[N:4][CH:3]=[C:2]([B:15]3[O:19][C:18]([CH3:21])([CH3:20])[C:17]([CH3:23])([CH3:22])[O:16]3)[CH:7]=2)[CH2:12][O:11]1. The yield is 0.760. (3) The reactants are [Cl:1][C:2]1[CH:7]=[C:6]([Cl:8])[CH:5]=[CH:4][C:3]=1[C:9]1[CH:10]=[C:11]([CH:13]=[CH:14][CH:15]=1)N.[CH:16]([S:19][S:19][CH:16]([CH3:18])[CH3:17])([CH3:18])[CH3:17].N(OC(C)(C)C)=O. The catalyst is C(#N)C. The product is [CH:16]([S:19][C:11]1[CH:13]=[CH:14][CH:15]=[C:9]([C:3]2[CH:4]=[CH:5][C:6]([Cl:8])=[CH:7][C:2]=2[Cl:1])[CH:10]=1)([CH3:18])[CH3:17]. The yield is 0.310. (4) The reactants are C([O:3][C:4](=[O:34])[CH2:5][CH:6]1[CH2:11][CH2:10][N:9]([C:12]2[C:17]([NH:18][C:19](=[O:27])[C:20]3[CH:25]=[CH:24][CH:23]=[C:22]([Cl:26])[CH:21]=3)=[CH:16][C:15]([C:28]3[CH:33]=[CH:32][CH:31]=[CH:30][CH:29]=3)=[CH:14][N:13]=2)[CH2:8][CH2:7]1)C.O1CCCC1.CO.[OH-].[Li+]. The catalyst is O. The product is [Cl:26][C:22]1[CH:21]=[C:20]([CH:25]=[CH:24][CH:23]=1)[C:19]([NH:18][C:17]1[C:12]([N:9]2[CH2:10][CH2:11][CH:6]([CH2:5][C:4]([OH:34])=[O:3])[CH2:7][CH2:8]2)=[N:13][CH:14]=[C:15]([C:28]2[CH:29]=[CH:30][CH:31]=[CH:32][CH:33]=2)[CH:16]=1)=[O:27]. The yield is 0.830. (5) The reactants are [F:1][C:2]1[CH:47]=[CH:46][C:5]([C:6]([NH:8][C@:9]([C:35]2[CH:40]=[CH:39][C:38]([F:41])=[C:37]([O:42][CH:43]([CH3:45])[CH3:44])[CH:36]=2)([C:21]2[CH:26]=[C:25]([O:27][C:28]([F:33])([F:32])[CH:29]([F:31])[F:30])[CH:24]=[C:23]([F:34])[CH:22]=2)[CH2:10][C:11]2[CH:20]=[CH:19][C:14]([C:15](OC)=[O:16])=[CH:13][CH:12]=2)=[O:7])=[CH:4][C:3]=1[C:48]([F:51])([F:50])[F:49].C([BH-](CC)CC)C.[Li+]. The catalyst is C1COCC1. The product is [F:1][C:2]1[CH:47]=[CH:46][C:5]([C:6]([NH:8][C@:9]([C:35]2[CH:40]=[CH:39][C:38]([F:41])=[C:37]([O:42][CH:43]([CH3:45])[CH3:44])[CH:36]=2)([C:21]2[CH:26]=[C:25]([O:27][C:28]([F:32])([F:33])[CH:29]([F:30])[F:31])[CH:24]=[C:23]([F:34])[CH:22]=2)[CH2:10][C:11]2[CH:20]=[CH:19][C:14]([CH2:15][OH:16])=[CH:13][CH:12]=2)=[O:7])=[CH:4][C:3]=1[C:48]([F:51])([F:50])[F:49]. The yield is 0.780. (6) The reactants are [OH:1][CH2:2][C:3]1[CH:11]=[CH:10][C:6]([C:7]([OH:9])=O)=[CH:5][CH:4]=1.C(Cl)CCl.C1C=C2N=NN(O)C2=CC=1.O.[Cl:27][C:28]1[CH:29]=[C:30]([CH:35]=[CH:36][C:37]=1[O:38][CH:39]([CH3:41])[CH3:40])/[C:31](=[N:33]/O)/[NH2:32]. The catalyst is CN(C=O)C. The product is [Cl:27][C:28]1[CH:29]=[C:30]([C:31]2[N:33]=[C:7]([C:6]3[CH:5]=[CH:4][C:3]([CH2:2][OH:1])=[CH:11][CH:10]=3)[O:9][N:32]=2)[CH:35]=[CH:36][C:37]=1[O:38][CH:39]([CH3:41])[CH3:40]. The yield is 0.710.